From a dataset of Catalyst prediction with 721,799 reactions and 888 catalyst types from USPTO. Predict which catalyst facilitates the given reaction. (1) Reactant: [NH2:1][C:2]1[N:3]=[CH:4][C:5]([C:8]([O:10][CH3:11])=[O:9])=[N:6][CH:7]=1.N1C=CC=CC=1.Cl[C:19]([O:21][CH2:22][CH:23]=[CH2:24])=[O:20].O. Product: [CH2:22]([O:21][C:19]([NH:1][C:2]1[N:3]=[CH:4][C:5]([C:8]([O:10][CH3:11])=[O:9])=[N:6][CH:7]=1)=[O:20])[CH:23]=[CH2:24]. The catalyst class is: 4. (2) Product: [CH:9]1([C:7]([OH:8])=[O:6])[C:17]2[C:12](=[CH:13][CH:14]=[CH:15][CH:16]=2)[CH2:11][O:10]1. Reactant: O[Li].O.C([O:6][C:7]([CH:9]1[C:17]2[C:12](=[CH:13][CH:14]=[CH:15][CH:16]=2)[CH2:11][O:10]1)=[O:8])C.Cl. The catalyst class is: 776. (3) Reactant: [C:1]1([C:7](=O)[CH2:8][C:9]2[CH:14]=[CH:13][CH:12]=[CH:11][CH:10]=2)[CH:6]=[CH:5][CH:4]=[CH:3][CH:2]=1.[CH:16]([C:18]1[CH:19]=[CH:20][C:21]([OH:27])=[C:22]([CH:26]=1)[C:23]([OH:25])=[O:24])=O.[NH2:28][C:29]([NH2:31])=[O:30].Cl. Product: [OH:27][C:21]1[CH:20]=[CH:19][C:18]([CH:16]2[C:8]([C:9]3[CH:14]=[CH:13][CH:12]=[CH:11][CH:10]=3)=[C:7]([C:1]3[CH:6]=[CH:5][CH:4]=[CH:3][CH:2]=3)[NH:31][C:29](=[O:30])[NH:28]2)=[CH:26][C:22]=1[C:23]([OH:25])=[O:24]. The catalyst class is: 14. (4) Reactant: B(Br)(Br)Br.C[O:6][C:7]1[CH:12]=[CH:11][C:10]([C:13]([F:16])([F:15])[F:14])=[CH:9][C:8]=1[C:17]1[CH:22]=[CH:21][CH:20]=[CH:19][N:18]=1. Product: [N:18]1[CH:19]=[CH:20][CH:21]=[CH:22][C:17]=1[C:8]1[CH:9]=[C:10]([C:13]([F:15])([F:16])[F:14])[CH:11]=[CH:12][C:7]=1[OH:6]. The catalyst class is: 2. (5) Reactant: [Br:1][C:2]1[CH:3]=[CH:4][C:5]([N:8]2[CH:12]=[C:11]([CH2:13][CH2:14][CH2:15][O:16][C:17]3[C:22]([CH2:23][CH3:24])=[CH:21][CH:20]=[CH:19][C:18]=3[CH2:25][C:26]([O:28]C)=[O:27])[C:10]([CH:30]([CH3:32])[CH3:31])=[N:9]2)=[N:6][CH:7]=1.[OH-].[Na+].O1CCCC1.Cl. Product: [Br:1][C:2]1[CH:3]=[CH:4][C:5]([N:8]2[CH:12]=[C:11]([CH2:13][CH2:14][CH2:15][O:16][C:17]3[C:22]([CH2:23][CH3:24])=[CH:21][CH:20]=[CH:19][C:18]=3[CH2:25][C:26]([OH:28])=[O:27])[C:10]([CH:30]([CH3:31])[CH3:32])=[N:9]2)=[N:6][CH:7]=1. The catalyst class is: 5. (6) Product: [NH2:1][CH:2]1[CH2:3][CH2:4][N:5]([C:8]2[N:13]=[C:12]([C:14]3[C:22]4[C:17](=[CH:18][CH:19]=[C:20]([C:23]([OH:25])=[O:24])[CH:21]=4)[NH:16][CH:15]=3)[CH:11]=[N:10][CH:9]=2)[CH2:6][CH2:7]1. The catalyst class is: 1. Reactant: [NH2:1][CH:2]1[CH2:7][CH2:6][N:5]([C:8]2[N:13]=[C:12]([C:14]3[C:22]4[C:17](=[CH:18][CH:19]=[C:20]([C:23]([O:25]C)=[O:24])[CH:21]=4)[NH:16][CH:15]=3)[CH:11]=[N:10][CH:9]=2)[CH2:4][CH2:3]1.[OH-].[Na+].Cl. (7) Reactant: [Br:1][C:2]1[C:11]2[C:6](=[CH:7][CH:8]=[CH:9][CH:10]=2)[C:5]([C:12](=[N:14][OH:15])[O-])=[CH:4][CH:3]=1.ClN1C(=O)CCC1=O.[Cl:24][C:25]1[CH:30]=[C:29]([C:31]([C:33]([F:36])([F:35])[F:34])=[CH2:32])[CH:28]=[C:27]([Cl:37])[CH:26]=1.C(N(CC)CC)C. Product: [Br:1][C:2]1[C:11]2[C:6](=[CH:7][CH:8]=[CH:9][CH:10]=2)[C:5]([C:12]2[CH2:32][C:31]([C:29]3[CH:28]=[C:27]([Cl:37])[CH:26]=[C:25]([Cl:24])[CH:30]=3)([C:33]([F:34])([F:36])[F:35])[O:15][N:14]=2)=[CH:4][CH:3]=1. The catalyst class is: 35. (8) Reactant: [Br:1][C:2]1[C:3]([Cl:23])=[C:4]([N:8]([CH:20]2[CH2:22][CH2:21]2)[C:9]([C:11]2[S:12][C:13]([Cl:19])=[C:14]([N+:16]([O-])=O)[CH:15]=2)=[O:10])[CH:5]=[CH:6][CH:7]=1.Cl.C(=O)([O-])O.[Na+]. Product: [NH2:16][C:14]1[CH:15]=[C:11]([C:9]([N:8]([C:4]2[CH:5]=[CH:6][CH:7]=[C:2]([Br:1])[C:3]=2[Cl:23])[CH:20]2[CH2:22][CH2:21]2)=[O:10])[S:12][C:13]=1[Cl:19]. The catalyst class is: 8. (9) Reactant: C(N(CC)CC)C.C1(O[C:15](=[O:34])[NH:16][C:17]2[N:18]=[C:19]3[CH:24]=[CH:23][C:22]([C:25]4[CH:26]=[N:27][C:28]([O:31][CH3:32])=[CH:29][CH:30]=4)=[CH:21][N:20]3[CH:33]=2)C=CC=CC=1.Cl.[CH:36]([N:39]1[N:43]=[N:42][C:41]([CH2:44][CH2:45][NH2:46])=[N:40]1)([CH3:38])[CH3:37].O. Product: [CH:36]([N:39]1[N:43]=[N:42][C:41]([CH2:44][CH2:45][NH:46][C:15]([NH:16][C:17]2[N:18]=[C:19]3[CH:24]=[CH:23][C:22]([C:25]4[CH:26]=[N:27][C:28]([O:31][CH3:32])=[CH:29][CH:30]=4)=[CH:21][N:20]3[CH:33]=2)=[O:34])=[N:40]1)([CH3:38])[CH3:37]. The catalyst class is: 37.